From a dataset of Full USPTO retrosynthesis dataset with 1.9M reactions from patents (1976-2016). Predict the reactants needed to synthesize the given product. Given the product [CH3:1][N:2]1[CH2:7][CH2:6][CH:5]([C:8]2[CH:13]=[CH:12][C:11]([NH2:14])=[C:10]([N+:18]([O-:20])=[O:19])[CH:9]=2)[CH2:4][CH2:3]1, predict the reactants needed to synthesize it. The reactants are: [CH3:1][N:2]1[CH2:7][CH2:6][CH:5]([C:8]2[CH:13]=[CH:12][C:11]([NH:14]C(=O)C)=[C:10]([N+:18]([O-:20])=[O:19])[CH:9]=2)[CH2:4][CH2:3]1.[OH-].[K+].